From a dataset of Reaction yield outcomes from USPTO patents with 853,638 reactions. Predict the reaction yield, written as a fraction of the theoretical maximum amount of product (1.0 means a 100% yield; for example, 0.34 means a 34% yield). (1) The reactants are [CH2:1]([C:3](=[CH:6][CH2:7][C:8]1[C:9]([O:21][CH2:22][CH2:23][Si:24]([CH3:27])([CH3:26])[CH3:25])=[C:10]2[C:14](=[C:15]([CH3:19])[C:16]=1[O:17][CH3:18])[CH2:13][O:12][C:11]2=[O:20])[CH:4]=[O:5])[CH3:2].[Li+].[BH4-]. The catalyst is CO.C1COCC1. The product is [OH:5][CH2:4][C:3]([CH2:1][CH3:2])=[CH:6][CH2:7][C:8]1[C:9]([O:21][CH2:22][CH2:23][Si:24]([CH3:25])([CH3:27])[CH3:26])=[C:10]2[C:14]([CH2:13][O:12][C:11]2=[O:20])=[C:15]([CH3:19])[C:16]=1[O:17][CH3:18]. The yield is 0.730. (2) The reactants are Cl[C:2]1[C:11]2[C:6](=[CH:7][CH:8]=[C:9]([CH3:12])[CH:10]=2)[N:5]([CH3:13])[C:4](=[O:14])[C:3]=1[C:15]#[N:16].[NH:17]1[CH2:22][CH2:21][NH:20][CH2:19][CH2:18]1. The yield is 0.880. The product is [CH3:13][N:5]1[C:6]2[C:11](=[CH:10][C:9]([CH3:12])=[CH:8][CH:7]=2)[C:2]([N:17]2[CH2:22][CH2:21][NH:20][CH2:19][CH2:18]2)=[C:3]([C:15]#[N:16])[C:4]1=[O:14]. The catalyst is ClCCl. (3) The reactants are C[O:2][C:3](=[O:40])[CH2:4][CH2:5][NH:6][C:7](=[O:39])[C:8]1[CH:13]=[CH:12][C:11]([O:14][CH:15]([C:23]2[CH:28]=[CH:27][C:26]([C:29]3[CH:34]=[CH:33][C:32]([C:35]([F:38])([F:37])[F:36])=[CH:31][CH:30]=3)=[CH:25][CH:24]=2)[CH2:16][CH:17]2[CH2:22][CH2:21][CH2:20][CH2:19][CH2:18]2)=[CH:10][CH:9]=1.[Li+].[OH-].Cl. The catalyst is C1COCC1. The product is [CH:17]1([CH2:16][CH:15]([C:23]2[CH:24]=[CH:25][C:26]([C:29]3[CH:34]=[CH:33][C:32]([C:35]([F:36])([F:37])[F:38])=[CH:31][CH:30]=3)=[CH:27][CH:28]=2)[O:14][C:11]2[CH:12]=[CH:13][C:8]([C:7]([NH:6][CH2:5][CH2:4][C:3]([OH:40])=[O:2])=[O:39])=[CH:9][CH:10]=2)[CH2:22][CH2:21][CH2:20][CH2:19][CH2:18]1. The yield is 0.710. (4) The reactants are CS([O:5][CH2:6][C@H:7]1[CH2:11][CH2:10][CH2:9][N:8]1[C:12]([O:14][C:15]([CH3:18])([CH3:17])[CH3:16])=[O:13])(=O)=O.O[C:20]1[C:21]([C:26]#[N:27])=[N:22][CH:23]=[CH:24][CH:25]=1.C(=O)([O-])[O-].[K+].[K+].O. The catalyst is CN(C)C=O. The product is [C:26]([C:21]1[C:20]([O:5][CH2:6][C@H:7]2[CH2:11][CH2:10][CH2:9][N:8]2[C:12]([O:14][C:15]([CH3:18])([CH3:17])[CH3:16])=[O:13])=[CH:25][CH:24]=[CH:23][N:22]=1)#[N:27]. The yield is 0.450. (5) The reactants are [CH3:1][O:2][C:3](=[O:47])[NH:4][CH:5]([C:9]([N:11]1[CH2:15][CH2:14][CH2:13][CH:12]1[C:16]1[NH:17][C:18]([C:21]2[CH:30]=[CH:29][C:28]3[C:23](=[CH:24][CH:25]=[C:26]([C:31]4[CH:36]=[CH:35][C:34]([C:37]5[NH:38][C:39]([CH:42]6[CH2:46][CH2:45][CH2:44][NH:43]6)=[N:40][CH:41]=5)=[CH:33][CH:32]=4)[CH:27]=3)[CH:22]=2)=[CH:19][N:20]=1)=[O:10])[CH:6]([CH3:8])[CH3:7].[CH3:48][O:49][C:50]([NH:52][C@@H:53]([C:57]1[CH:62]=[CH:61][CH:60]=[CH:59][CH:58]=1)[C:54](O)=[O:55])=[O:51].CN(C(ON1N=NC2C=CC=NC1=2)=[N+](C)C)C.F[P-](F)(F)(F)(F)F.[O-]P([O-])([O-])=O.[K+].[K+].[K+]. The catalyst is C(Cl)Cl. The product is [CH3:1][O:2][C:3](=[O:47])[NH:4][CH:5]([C:9]([N:11]1[CH2:15][CH2:14][CH2:13][CH:12]1[C:16]1[NH:17][C:18]([C:21]2[CH:30]=[CH:29][C:28]3[C:23](=[CH:24][CH:25]=[C:26]([C:31]4[CH:36]=[CH:35][C:34]([C:37]5[NH:38][C:39]([C@@H:42]6[CH2:46][CH2:45][CH2:44][N:43]6[C:54](=[O:55])[CH:53]([NH:52][C:50]([O:49][CH3:48])=[O:51])[C:57]6[CH:62]=[CH:61][CH:60]=[CH:59][CH:58]=6)=[N:40][CH:41]=5)=[CH:33][CH:32]=4)[CH:27]=3)[CH:22]=2)=[CH:19][N:20]=1)=[O:10])[CH:6]([CH3:8])[CH3:7]. The yield is 0.650.